Task: Predict the reactants needed to synthesize the given product.. Dataset: Full USPTO retrosynthesis dataset with 1.9M reactions from patents (1976-2016) (1) Given the product [F:1][C:2]([C:12]1[CH:13]=[CH:14][C:15]([C:18]2[CH:19]=[C:20]3[C:21]([CH2:24][C:25](=[O:27])[NH:28]3)=[CH:22][CH:23]=2)=[CH:16][CH:17]=1)([CH3:11])[CH2:3][NH:4][S:5]([CH:8]([CH3:9])[CH3:10])(=[O:6])=[O:7], predict the reactants needed to synthesize it. The reactants are: [F:1][C:2]([C:12]1[CH:17]=[CH:16][C:15]([C:18]2[CH:23]=[CH:22][C:21]([CH2:24][C:25]([OH:27])=O)=[C:20]([N+:28]([O-])=O)[CH:19]=2)=[CH:14][CH:13]=1)([CH3:11])[CH2:3][NH:4][S:5]([CH:8]([CH3:10])[CH3:9])(=[O:7])=[O:6]. (2) Given the product [F:1][C:2]1[CH:3]=[CH:4][C:5]([O:29][CH3:30])=[C:6]([C:8]2[CH:13]=[CH:12][C:11]([CH2:14][NH:15][S:37]([C:35]3[C:34]([C:41]([F:44])([F:43])[F:42])=[N:33][N:32]([CH3:31])[CH:36]=3)(=[O:39])=[O:38])=[CH:10][C:9]=2[O:27][CH3:28])[CH:7]=1, predict the reactants needed to synthesize it. The reactants are: [F:1][C:2]1[CH:3]=[CH:4][C:5]([O:29][CH3:30])=[C:6]([C:8]2[CH:13]=[CH:12][C:11]([CH2:14][NH:15]S(C3C=CC(OC)=CC=3)(=O)=O)=[CH:10][C:9]=2[O:27][CH3:28])[CH:7]=1.[CH3:31][N:32]1[CH:36]=[C:35]([S:37](Cl)(=[O:39])=[O:38])[C:34]([C:41]([F:44])([F:43])[F:42])=[N:33]1. (3) Given the product [CH2:3]([N:5]([C:9]1[CH:28]=[CH:27][C:12]2[N:13]([CH2:20][CH:21]3[CH2:33][CH2:34][O:35][CH2:36][CH2:32]3)[C:14]([C:16]([O:19][CH3:30])([CH3:18])[CH3:17])=[N:15][C:11]=2[CH:10]=1)[C:6](=[O:8])[CH3:7])[CH3:4], predict the reactants needed to synthesize it. The reactants are: [H-].[Na+].[CH2:3]([N:5]([C:9]1[CH:28]=[CH:27][C:12]2[N:13]([CH2:20][CH:21]3CCCCO3)[C:14]([C:16]([OH:19])([CH3:18])[CH3:17])=[N:15][C:11]=2[CH:10]=1)[C:6](=[O:8])[CH3:7])[CH3:4].I[CH2:30]C.[CH2:32]1[CH2:36][O:35][CH2:34][CH2:33]1. (4) Given the product [CH3:44][C:45]1([CH3:53])[O:49][C@@H:48]([CH2:50][CH2:51][NH:52][C:40]([CH:16]2[CH:15]([C:11]3[CH:12]=[CH:13][CH:14]=[C:9]([Cl:8])[C:10]=3[F:43])[C:19]([C:22]3[CH:27]=[CH:26][C:25]([Cl:28])=[CH:24][C:23]=3[F:29])([C:20]#[N:21])[CH:18]([CH2:30][C:31]([C:34]3[CH2:86][CH2:84][N:80]([CH2:79][C:78]4[CH:67]=[CH:66][CH:65]=[CH:64][CH:63]=4)[CH2:81][CH:83]=3)([CH3:32])[CH3:33])[NH:17]2)=[O:42])[CH2:47][O:46]1, predict the reactants needed to synthesize it. The reactants are: FC(F)(F)C(O)=O.[Cl:8][C:9]1[C:10]([F:43])=[C:11]([CH:15]2[C:19]([C:22]3[CH:27]=[CH:26][C:25]([Cl:28])=[CH:24][C:23]=3[F:29])([C:20]#[N:21])[CH:18]([CH2:30][C:31]([C:34]3CCOCC=3)([CH3:33])[CH3:32])[NH:17][CH:16]2[C:40]([OH:42])=O)[CH:12]=[CH:13][CH:14]=1.[CH3:44][C:45]1([CH3:53])[O:49][C@@H:48]([CH2:50][CH2:51][NH2:52])[CH2:47][O:46]1.CN(C(ON1N=N[C:64]2[CH:65]=[CH:66][CH:67]=N[C:63]1=2)=[N+](C)C)C.F[P-](F)(F)(F)(F)F.[CH3:78][CH2:79][N:80]([CH:84]([CH3:86])C)[CH:81]([CH3:83])C. (5) Given the product [Cl:1][C:2]1[CH:11]=[C:10]2[C:5]([C:6]([C:28]3[CH:33]=[CH:32][CH:31]=[CH:30][CH:29]=3)=[C:7]([CH2:13][C:14]([NH:16][C:17]3[CH:22]=[CH:21][C:20]([Cl:23])=[CH:19][C:18]=3[C:24]([F:26])([F:25])[F:27])=[O:15])[C:8](=[O:12])[O:9]2)=[CH:4][C:3]=1[OH:34], predict the reactants needed to synthesize it. The reactants are: [Cl:1][C:2]1[CH:11]=[C:10]2[C:5]([C:6]([C:28]3[CH:33]=[CH:32][CH:31]=[CH:30][CH:29]=3)=[C:7]([CH2:13][C:14]([NH:16][C:17]3[CH:22]=[CH:21][C:20]([Cl:23])=[CH:19][C:18]=3[C:24]([F:27])([F:26])[F:25])=[O:15])[C:8](=[O:12])[O:9]2)=[CH:4][C:3]=1[O:34]C.B(Br)(Br)Br.C(Cl)Cl.Cl. (6) Given the product [F:34][C:35]([F:54])([F:53])[S:36]([O:1][C:2]1[C:23]2[C:18](=[CH:19][CH:20]=[CH:21][CH:22]=2)[O:17][C:4]2([CH2:5][CH2:6][N:7]([C:10]([O:12][C:13]([CH3:16])([CH3:15])[CH3:14])=[O:11])[CH2:8][CH2:9]2)[CH:3]=1)(=[O:38])=[O:37], predict the reactants needed to synthesize it. The reactants are: [O:1]=[C:2]1[C:23]2[C:18](=[CH:19][CH:20]=[CH:21][CH:22]=2)[O:17][C:4]2([CH2:9][CH2:8][N:7]([C:10]([O:12][C:13]([CH3:16])([CH3:15])[CH3:14])=[O:11])[CH2:6][CH2:5]2)[CH2:3]1.C[Si]([N-][Si](C)(C)C)(C)C.[Li+].[F:34][C:35]([F:54])([F:53])[S:36](N(C1C=CC=CC=1)[S:36]([C:35]([F:54])([F:53])[F:34])(=[O:38])=[O:37])(=[O:38])=[O:37].